This data is from Reaction yield outcomes from USPTO patents with 853,638 reactions. The task is: Predict the reaction yield, written as a fraction of the theoretical maximum amount of product (1.0 means a 100% yield; for example, 0.34 means a 34% yield). (1) The catalyst is Cl[Pd-3](Cl)(=C1N(C2C(C(CC)CC)=CC=CC=2C(CC)CC)C=CN1C1C(C(CC)CC)=CC=CC=1C(CC)CC)C1C(Cl)=CC=CN=1.C(Cl)Cl. The yield is 0.430. The product is [CH3:1][N:2]1[CH:6]=[C:5]([C:7]2[CH:8]=[C:9]3[C:14](=[CH:15][CH:16]=2)[N:13]([C:18]2[C:22]4[CH2:23][N:24]([C:27]([O:29][C:30]([CH3:32])([CH3:33])[CH3:31])=[O:28])[CH2:25][CH2:26][C:21]=4[N:20]([CH:34]4[CH2:35][CH2:36][O:37][CH2:38][CH2:39]4)[N:19]=2)[CH2:12][CH2:11][CH2:10]3)[CH:4]=[N:3]1. The reactants are [CH3:1][N:2]1[CH:6]=[C:5]([C:7]2[CH:8]=[C:9]3[C:14](=[CH:15][CH:16]=2)[NH:13][CH2:12][CH2:11][CH2:10]3)[CH:4]=[N:3]1.Br[C:18]1[C:22]2[CH2:23][N:24]([C:27]([O:29][C:30]([CH3:33])([CH3:32])[CH3:31])=[O:28])[CH2:25][CH2:26][C:21]=2[N:20]([CH:34]2[CH2:39][CH2:38][O:37][CH2:36][CH2:35]2)[N:19]=1.C(O[Na])(C)(C)C.O1CCOCC1. (2) The reactants are F.F.F.C(N(CC)CC)C.C(N(CC)CC)C.[Si]([O:35][CH2:36][C@H:37]1[O:41][C@@H:40]([N:42]2[CH:49]=[C:48]([CH3:50])[C:46](=[O:47])[NH:45][C:43]2=[O:44])[C@H:39]([O:51][CH2:52][CH2:53][O:54][N:55]([CH3:57])[CH3:56])[C@@H:38]1[OH:58])(C(C)(C)C)(C1C=CC=CC=1)C1C=CC=CC=1.CO. The catalyst is C1COCC1.C(Cl)Cl. The product is [CH3:56][N:55]([CH3:57])[O:54][CH2:53][CH2:52][O:51][C@@H:39]1[C@H:38]([OH:58])[C@@H:37]([CH2:36][OH:35])[O:41][C@H:40]1[N:42]1[CH:49]=[C:48]([CH3:50])[C:46](=[O:47])[NH:45][C:43]1=[O:44]. The yield is 0.925. (3) The reactants are Cl[C:2]1[N:11]=[CH:10][C:9]2[C:4](=[CH:5][CH:6]=[C:7]([C:12]3[C:17]([Cl:18])=[C:16]([O:19][CH3:20])[CH:15]=[C:14]([O:21][CH3:22])[C:13]=3[Cl:23])[CH:8]=2)[N:3]=1.[NH2:24][C@@H:25]1[CH2:29][O:28][CH2:27][C@@H:26]1[NH:30][C:31](=[O:37])[O:32][C:33]([CH3:36])([CH3:35])[CH3:34].C(=O)(O)[O-].[Na+]. The catalyst is CN1C(=O)CCC1. The product is [Cl:18][C:17]1[C:16]([O:19][CH3:20])=[CH:15][C:14]([O:21][CH3:22])=[C:13]([Cl:23])[C:12]=1[C:7]1[CH:8]=[C:9]2[C:4](=[CH:5][CH:6]=1)[N:3]=[C:2]([NH:24][C@@H:25]1[CH2:29][O:28][CH2:27][C@@H:26]1[NH:30][C:31](=[O:37])[O:32][C:33]([CH3:35])([CH3:34])[CH3:36])[N:11]=[CH:10]2. The yield is 0.745. (4) The reactants are [CH3:1][C:2]1[C:6]2[C:7]([CH:11]=[CH2:12])=[CH:8][CH:9]=[CH:10][C:5]=2[O:4][C:3]=1[C:13]([NH:15][C:16]1[CH:21]=[CH:20][C:19]([C:22]2[CH:27]=[CH:26][C:25]([S:28]([NH:31][C@H:32]([C:36]([O:38][CH3:39])=[O:37])[CH:33]([CH3:35])[CH3:34])(=[O:30])=[O:29])=[CH:24][CH:23]=2)=[CH:18][CH:17]=1)=[O:14].[C:40](=O)([O-])[O-].[K+].[K+].IC. The catalyst is CN(C=O)C. The product is [CH3:40][N:31]([S:28]([C:25]1[CH:26]=[CH:27][C:22]([C:19]2[CH:18]=[CH:17][C:16]([NH:15][C:13]([C:3]3[O:4][C:5]4[CH:10]=[CH:9][CH:8]=[C:7]([CH:11]=[CH2:12])[C:6]=4[C:2]=3[CH3:1])=[O:14])=[CH:21][CH:20]=2)=[CH:23][CH:24]=1)(=[O:30])=[O:29])[C@H:32]([C:36]([O:38][CH3:39])=[O:37])[CH:33]([CH3:35])[CH3:34]. The yield is 0.634. (5) The reactants are [CH3:1][C:2]1([CH3:14])[C:6]2[CH:7]=[C:8](B(O)O)[CH:9]=[CH:10][C:5]=2[O:4][CH2:3]1.Br[C:16]1[CH:17]=[C:18]([CH:22]=[O:23])[CH:19]=[N:20][CH:21]=1.C(=O)([O-])[O-].[Na+].[Na+]. The catalyst is C1(C)C=CC=CC=1.C(O)C.O.C(OCC)(=O)C. The product is [CH3:1][C:2]1([CH3:14])[C:6]2[CH:7]=[C:8]([C:16]3[CH:17]=[C:18]([CH:22]=[O:23])[CH:19]=[N:20][CH:21]=3)[CH:9]=[CH:10][C:5]=2[O:4][CH2:3]1. The yield is 0.710.